This data is from Forward reaction prediction with 1.9M reactions from USPTO patents (1976-2016). The task is: Predict the product of the given reaction. (1) Given the reactants [CH2:1]1[C:9]2[C:4](=[CH:5][C:6]([NH:10][CH:11]3[CH2:16][CH2:15][N:14]([CH2:17][C:18]4[CH:23]=[CH:22][N:21]=[C:20]([C:24]5[CH:29]=[C:28]([O:30][CH3:31])[C:27]([O:32][CH3:33])=[C:26]([O:34][CH3:35])[CH:25]=5)[CH:19]=4)[CH2:13][CH2:12]3)=[CH:7][CH:8]=2)[CH2:3][CH2:2]1.[Cl:36][CH2:37][C:38]1[CH:39]=[CH:40][C:41]([C:44]2[CH:49]=[C:48]([O:50][CH3:51])[C:47]([O:52][CH3:53])=[C:46]([O:54][CH3:55])[CH:45]=2)=[N:42][CH:43]=1, predict the reaction product. The product is: [ClH:36].[ClH:36].[ClH:36].[CH2:1]1[C:9]2[C:4](=[CH:5][C:6]([N:10]([CH:11]3[CH2:12][CH2:13][N:14]([CH2:17][C:18]4[CH:23]=[CH:22][N:21]=[C:20]([C:24]5[CH:29]=[C:28]([O:30][CH3:31])[C:27]([O:32][CH3:33])=[C:26]([O:34][CH3:35])[CH:25]=5)[CH:19]=4)[CH2:15][CH2:16]3)[CH2:37][C:38]3[CH:39]=[CH:40][C:41]([C:44]4[CH:49]=[C:48]([O:50][CH3:51])[C:47]([O:52][CH3:53])=[C:46]([O:54][CH3:55])[CH:45]=4)=[N:42][CH:43]=3)=[CH:7][CH:8]=2)[CH2:3][CH2:2]1. (2) Given the reactants CN(C)[C:3]([C:5]1[CH2:9][C@H:8]([C:10]2[CH:15]=[CH:14][CH:13]=[CH:12][CH:11]=2)[O:7][N:6]=1)=[O:4].C[Mg]Br.Cl.[O:21]1CC[CH2:23][CH2:22]1, predict the reaction product. The product is: [C:10]1([C@@H:8]2[O:7][N:6]=[C:5]([C:3]([C:22](=[O:21])[CH3:23])=[O:4])[CH2:9]2)[CH:15]=[CH:14][CH:13]=[CH:12][CH:11]=1. (3) Given the reactants [CH3:1][O:2][C:3]1[CH:8]=[CH:7][C:6]([N:9]2[C:14](=[O:15])[C:13]([C:16](O)=[O:17])=[N:12][C:11]3[CH:19]=[CH:20][CH:21]=[N:22][C:10]2=3)=[CH:5][CH:4]=1.C(Cl)(=O)C(Cl)=O.[C:29]1(=[O:36])[CH2:34][CH2:33][CH2:32][C:31](=[O:35])[CH2:30]1.C(N(CC)CC)C.CC(C)(O)C#N.[OH-].[Na+], predict the reaction product. The product is: [OH:36][C:29]1[CH2:34][CH2:33][CH2:32][C:31](=[O:35])[C:30]=1[C:16]([C:13]1[C:14](=[O:15])[N:9]([C:6]2[CH:5]=[CH:4][C:3]([O:2][CH3:1])=[CH:8][CH:7]=2)[C:10]2[N:22]=[CH:21][CH:20]=[CH:19][C:11]=2[N:12]=1)=[O:17]. (4) Given the reactants CN([P+](ON1N=NC2C=CC=CC1=2)(N(C)C)N(C)C)C.F[P-](F)(F)(F)(F)F.[NH2:28][C:29]1[N:37]=[CH:36][CH:35]=[CH:34][C:30]=1[C:31]([OH:33])=O.[CH2:38]([C:44]1[CH:51]=[CH:50][C:47]([CH2:48][NH2:49])=[CH:46][CH:45]=1)[CH2:39][CH2:40][CH2:41][CH2:42][CH3:43].C(=O)(O)[O-].[Na+], predict the reaction product. The product is: [CH2:38]([C:44]1[CH:45]=[CH:46][C:47]([CH2:48][NH:49][C:31](=[O:33])[C:30]2[CH:34]=[CH:35][CH:36]=[N:37][C:29]=2[NH2:28])=[CH:50][CH:51]=1)[CH2:39][CH2:40][CH2:41][CH2:42][CH3:43]. (5) The product is: [CH2:24]([O:23][CH2:2][C:3]1[CH:4]=[C:5]([CH3:22])[CH:6]=[C:7]2[C:12]=1[O:11][CH:10]([C:13]([F:16])([F:15])[F:14])[C:9]([C:17]([O:19][CH2:20][CH3:21])=[O:18])=[CH:8]2)[CH3:25]. Given the reactants I[CH2:2][C:3]1[CH:4]=[C:5]([CH3:22])[CH:6]=[C:7]2[C:12]=1[O:11][CH:10]([C:13]([F:16])([F:15])[F:14])[C:9]([C:17]([O:19][CH2:20][CH3:21])=[O:18])=[CH:8]2.[O-:23][CH2:24][CH3:25].[Na+], predict the reaction product. (6) Given the reactants [N:1]1[CH:6]=[CH:5][CH:4]=[C:3]([CH:7]([NH:9][C:10]([C:12]2[C:20]3[C:15](=[N:16][CH:17]=[C:18]([C:21]4[C:29]5[C:24](=[CH:25][C:26]([Cl:30])=[CH:27][CH:28]=5)[NH:23][N:22]=4)[N:19]=3)[N:14]([CH2:31][O:32][CH2:33][CH2:34][Si:35]([CH3:38])([CH3:37])[CH3:36])[CH:13]=2)=[O:11])[CH3:8])[CH:2]=1.[H-].[Na+].Br[CH2:42][CH2:43][N:44]1[CH2:49][CH2:48][O:47][CH2:46][CH2:45]1, predict the reaction product. The product is: [N:1]1[CH:6]=[CH:5][CH:4]=[C:3]([CH:7]([NH:9][C:10]([C:12]2[C:20]3[C:15](=[N:16][CH:17]=[C:18]([C:21]4[C:29]5[C:24](=[CH:25][C:26]([Cl:30])=[CH:27][CH:28]=5)[N:23]([CH2:42][CH2:43][N:44]5[CH2:49][CH2:48][O:47][CH2:46][CH2:45]5)[N:22]=4)[N:19]=3)[N:14]([CH2:31][O:32][CH2:33][CH2:34][Si:35]([CH3:37])([CH3:36])[CH3:38])[CH:13]=2)=[O:11])[CH3:8])[CH:2]=1. (7) Given the reactants [CH3:1][N:2]([CH3:7])[CH2:3][CH2:4][NH:5][CH3:6].Cl[C:9]1[CH:14]=[CH:13][C:12]([N+:15]([O-:17])=[O:16])=[CH:11][N:10]=1.CCN(C(C)C)C(C)C, predict the reaction product. The product is: [CH3:1][N:2]([CH3:7])[CH2:3][CH2:4][N:5]([CH3:6])[C:9]1[CH:14]=[CH:13][C:12]([N+:15]([O-:17])=[O:16])=[CH:11][N:10]=1. (8) Given the reactants [CH:1]1[CH:2]=[CH:3][N:4]2[CH2:10][C:9]3[CH:11]=[CH:12][CH:13]=[CH:14][C:8]=3[N:7]([C:15]([C:17]3[CH:22]=[CH:21][C:20](Br)=[C:19]([CH3:24])[CH:18]=3)=[O:16])[CH2:6][C:5]=12.B1(B2O[C:37]([CH3:40])(C)[C:36]([CH3:42])(C)O2)O[C:37](C)([CH3:40])[C:36](C)([CH3:42])O1.[C:43]([O-])(=O)[CH3:44].[K+], predict the reaction product. The product is: [CH:1]1[CH:2]=[CH:3][N:4]2[CH2:10][C:9]3[CH:11]=[CH:12][CH:13]=[CH:14][C:8]=3[N:7]([C:15]([C:17]3[CH:22]=[CH:21][C:20]([C:36]4[CH2:37][CH2:40][CH2:44][CH2:43][CH:42]=4)=[C:19]([CH3:24])[CH:18]=3)=[O:16])[CH2:6][C:5]=12. (9) Given the reactants [NH:1]1[C:9]2[C:4](=[CH:5][CH:6]=[CH:7][CH:8]=2)[CH2:3][C:2]1=[O:10].C1C(=O)N([I:18])C(=O)C1.O.CCOC(C)=O, predict the reaction product. The product is: [I:18][C:6]1[CH:5]=[C:4]2[C:9](=[CH:8][CH:7]=1)[NH:1][C:2](=[O:10])[CH2:3]2. (10) Given the reactants Cl[S:2]([N:5]=[C:6]=[O:7])(=[O:4])=[O:3].[CH2:8]([OH:15])[C:9]1[CH:14]=[CH:13][CH:12]=[CH:11][CH:10]=1.[CH3:16][O:17][CH:18]([O:21][CH3:22])[CH2:19][NH2:20].C(N(CC)CC)C.Cl, predict the reaction product. The product is: [CH3:16][O:17][CH:18]([O:21][CH3:22])[CH2:19][NH:20][S:2]([NH:5][C:6](=[O:7])[O:15][CH2:8][C:9]1[CH:14]=[CH:13][CH:12]=[CH:11][CH:10]=1)(=[O:4])=[O:3].